From a dataset of Full USPTO retrosynthesis dataset with 1.9M reactions from patents (1976-2016). Predict the reactants needed to synthesize the given product. (1) Given the product [NH2:1][C:2]1[N:7]=[C:6]([NH:8][CH2:9][CH2:10][CH2:11][CH3:12])[C:5]([CH2:13][C:14]2[CH:19]=[CH:18][C:30]([CH2:29][C:28]([OH:26])=[O:32])=[CH:31][C:15]=2[O:23][CH3:24])=[C:4]([CH3:25])[N:3]=1, predict the reactants needed to synthesize it. The reactants are: [NH2:1][C:2]1[N:7]=[C:6]([NH:8][CH2:9][CH2:10][CH2:11][CH3:12])[C:5]([CH2:13][C:14]2[CH:19]=[CH:18]C(CC#N)=C[C:15]=2[O:23][CH3:24])=[C:4]([CH3:25])[N:3]=1.[OH-:26].[K+].[CH2:28]([OH:32])[CH2:29][CH2:30][CH3:31]. (2) The reactants are: [C:1]1(=[O:6])[CH2:5][CH2:4][CH:3]=[CH:2]1.[C:7]1(=[O:17])[NH:11][C:10](=[O:12])[C:9]2=[CH:13][CH:14]=[CH:15][CH:16]=[C:8]12. Given the product [O:6]=[C:1]1[CH2:5][CH2:4][CH:3]([N:11]2[C:7](=[O:17])[C:8]3[C:9](=[CH:13][CH:14]=[CH:15][CH:16]=3)[C:10]2=[O:12])[CH2:2]1, predict the reactants needed to synthesize it. (3) Given the product [CH2:51]([O:53][C:54](=[O:55])[C:56]1[CH:61]=[CH:60][CH:59]=[CH:58][C:57]=1[C:18]1[C:17]2[CH2:33][N:34]([CH2:37][C:38]3[CH:43]=[CH:42][C:41]([F:44])=[CH:40][CH:39]=3)[C:35](=[O:36])[C:16]=2[C:15]([O:14][CH:1]([C:8]2[CH:9]=[CH:10][CH:11]=[CH:12][CH:13]=2)[C:2]2[CH:7]=[CH:6][CH:5]=[CH:4][CH:3]=2)=[C:24]2[C:19]=1[CH:20]=[CH:21][CH:22]=[N:23]2)[CH3:52], predict the reactants needed to synthesize it. The reactants are: [CH:1]([O:14][C:15]1[C:16]2[C:35](=[O:36])[N:34]([CH2:37][C:38]3[CH:43]=[CH:42][C:41]([F:44])=[CH:40][CH:39]=3)[CH2:33][C:17]=2[C:18](OS(C(F)(F)F)(=O)=O)=[C:19]2[C:24]=1[N:23]=[CH:22][CH:21]=[CH:20]2)([C:8]1[CH:13]=[CH:12][CH:11]=[CH:10][CH:9]=1)[C:2]1[CH:7]=[CH:6][CH:5]=[CH:4][CH:3]=1.C([O-])([O-])=O.[K+].[K+].[CH2:51]([O:53][C:54]([C:56]1[CH:61]=[CH:60][CH:59]=[CH:58][C:57]=1B(O)O)=[O:55])[CH3:52].CCOC(C)=O.CCCCCC.